Dataset: Full USPTO retrosynthesis dataset with 1.9M reactions from patents (1976-2016). Task: Predict the reactants needed to synthesize the given product. (1) Given the product [F:26][C:9]1[CH:8]=[C:7]([CH2:6][CH2:5][C:4]([OH:27])=[O:3])[CH:12]=[C:11]([F:13])[C:10]=1[O:14][CH2:15][C:16]1[C:17]([S:22][CH:23]([CH3:25])[CH3:24])=[N:18][CH:19]=[CH:20][CH:21]=1, predict the reactants needed to synthesize it. The reactants are: C([O:3][C:4](=[O:27])[CH2:5][CH2:6][C:7]1[CH:12]=[C:11]([F:13])[C:10]([O:14][CH2:15][C:16]2[C:17]([S:22][CH:23]([CH3:25])[CH3:24])=[N:18][CH:19]=[CH:20][CH:21]=2)=[C:9]([F:26])[CH:8]=1)C.[OH-].[Li+]. (2) Given the product [F:20][C:21]1[CH:28]=[CH:27][C:24]([CH2:25][N:4]2[CH2:3][CH2:2][N:1]([C:7]3[CH:8]=[CH:9][C:10]4[N:11]([C:13]([C:16]([F:17])([F:18])[F:19])=[N:14][N:15]=4)[N:12]=3)[CH2:6][CH2:5]2)=[CH:23][CH:22]=1, predict the reactants needed to synthesize it. The reactants are: [N:1]1([C:7]2[CH:8]=[CH:9][C:10]3[N:11]([C:13]([C:16]([F:19])([F:18])[F:17])=[N:14][N:15]=3)[N:12]=2)[CH2:6][CH2:5][NH:4][CH2:3][CH2:2]1.[F:20][C:21]1[CH:28]=[CH:27][C:24]([CH:25]=O)=[CH:23][CH:22]=1. (3) The reactants are: [N:1]1([C:6]2[CH:26]=[CH:25][C:9]([O:10][CH2:11][C:12]3[N:13]=[C:14]([CH:17]4[CH2:22][CH2:21][N:20]([C:23]#[N:24])[CH2:19][CH2:18]4)[S:15][CH:16]=3)=[CH:8][CH:7]=2)[CH:5]=[N:4][N:3]=[N:2]1.[OH:27][NH:28][C:29](=N)[CH:30]([CH3:32])[CH3:31]. Given the product [CH:30]([C:29]1[N:24]=[C:23]([N:20]2[CH2:21][CH2:22][CH:17]([C:14]3[S:15][CH:16]=[C:12]([CH2:11][O:10][C:9]4[CH:8]=[CH:7][C:6]([N:1]5[CH:5]=[N:4][N:3]=[N:2]5)=[CH:26][CH:25]=4)[N:13]=3)[CH2:18][CH2:19]2)[O:27][N:28]=1)([CH3:32])[CH3:31], predict the reactants needed to synthesize it. (4) Given the product [NH2:4][C:5]1[C:14]([Cl:15])=[CH:13][C:8]([C:9]([O:11][CH3:12])=[O:10])=[C:7]([CH3:16])[CH:6]=1, predict the reactants needed to synthesize it. The reactants are: C([NH:4][C:5]1[C:14]([Cl:15])=[CH:13][C:8]([C:9]([O:11][CH3:12])=[O:10])=[C:7]([CH3:16])[CH:6]=1)(=O)C.C([O-])([O-])=O.[K+].[K+]. (5) Given the product [NH3:1].[C:11]([OH:13])(=[O:28])/[CH:14]=[CH:2]/[C:3]([OH:9])=[O:24].[I:16][C:17]1[N:18]=[N:19][C:20]([O:9][C@@H:3]2[CH:4]3[CH2:7][CH2:8][N:1]([CH2:6][CH2:5]3)[CH2:2]2)=[CH:21][CH:22]=1, predict the reactants needed to synthesize it. The reactants are: [N:1]12[CH2:8][CH2:7][CH:4]([CH2:5][CH2:6]1)[C@@H:3]([OH:9])[CH2:2]2.C[C:11]([CH3:14])([O-:13])C.[K+].[I:16][C:17]1[N:18]=[N:19][C:20](I)=[CH:21][CH:22]=1.[OH2:24].C1C[O:28]CC1. (6) Given the product [OH:57][CH:40]([C:37]1[CH:38]=[CH:39][C:34]([OH:33])=[C:35]([NH:58][S:59]([CH3:62])(=[O:61])=[O:60])[CH:36]=1)[CH2:41][NH:42][CH:2]1[CH2:7][CH2:6][N:5]([C:8]2[CH:13]=[CH:12][C:11]([NH:14][S:15]([CH2:18][CH2:19][CH2:20][CH2:21][CH2:22][CH2:23][CH2:24][CH3:25])(=[O:17])=[O:16])=[CH:10][CH:9]=2)[CH2:4][CH2:3]1, predict the reactants needed to synthesize it. The reactants are: O=[C:2]1[CH2:7][CH2:6][N:5]([C:8]2[CH:13]=[CH:12][C:11]([NH:14][S:15]([CH2:18][CH2:19][CH2:20][CH2:21][CH2:22][CH2:23][CH2:24][CH3:25])(=[O:17])=[O:16])=[CH:10][CH:9]=2)[CH2:4][CH2:3]1.C([O:33][C:34]1[CH:39]=[CH:38][C:37]([CH:40]([OH:57])[CH2:41][N:42](CC2C=CC=CC=2)CC2C=CC=CC=2)=[CH:36][C:35]=1[NH:58][S:59]([CH3:62])(=[O:61])=[O:60])C1C=CC=CC=1. (7) Given the product [F:25][C:17]1[C:18]([N:20]2[CH2:21][CH2:22][CH2:23][CH2:24]2)=[N:19][C:12]2[N:11]([C:26]3[CH:27]=[CH:28][C:29]([F:32])=[CH:30][CH:31]=3)[C:10](=[O:33])[N:9]([OH:8])[C:14](=[O:15])[C:13]=2[CH:16]=1, predict the reactants needed to synthesize it. The reactants are: C([O:8][N:9]1[C:14](=[O:15])[C:13]2[CH:16]=[C:17]([F:25])[C:18]([N:20]3[CH2:24][CH2:23][CH2:22][CH2:21]3)=[N:19][C:12]=2[N:11]([C:26]2[CH:31]=[CH:30][C:29]([F:32])=[CH:28][CH:27]=2)[C:10]1=[O:33])C1C=CC=CC=1.[H][H].